Task: Regression/Classification. Given a drug SMILES string, predict its absorption, distribution, metabolism, or excretion properties. Task type varies by dataset: regression for continuous measurements (e.g., permeability, clearance, half-life) or binary classification for categorical outcomes (e.g., BBB penetration, CYP inhibition). For this dataset (lipophilicity_astrazeneca), we predict Y.. Dataset: Experimental lipophilicity measurements (octanol/water distribution) for 4,200 compounds from AstraZeneca (1) The drug is O=S(=O)(Cc1cc(N2CCOCC2)nc(-c2ccccn2)n1)c1ccc(F)cc1. The Y is 1.59 logD. (2) The compound is Cc1cc(CCCOc2c(Cl)cc(C3=NCCO3)cc2Cl)on1. The Y is 3.72 logD. (3) The molecule is CC(=O)NC[C@H]1CN(c2ccc(N3Cc4cccnc4C3)c(F)c2)C(=O)O1. The Y is 2.88 logD. (4) The compound is CC(C)C(NC(=O)Cn1c(-c2ccccc2)ccc(NC(=O)OCc2ccccn2)c1=O)C(=O)C(F)(F)F. The Y is 1.91 logD. (5) The molecule is O=C(Nc1cccc(-c2nnn[nH]2)c1)c1cccc2[nH]cnc12. The Y is -0.0500 logD. (6) The drug is COc1ccc(CNC(=O)c2sc3nc(C)cc(C)c3c2N)cc1. The Y is 3.85 logD. (7) The molecule is N#CC1(NC(=O)[C@@H]2CCCC[C@H]2C(=O)N2CCc3[nH]c4c(Cl)cccc4c3C2)CC1. The Y is 3.59 logD. (8) The Y is 3.77 logD. The compound is COC(=O)C1=C(C)NC(C)=C(C(=O)OC(C)C)[C@@H]1c1cccc2nonc12.